From a dataset of Acute oral toxicity (LD50) regression data from Zhu et al.. Regression/Classification. Given a drug SMILES string, predict its toxicity properties. Task type varies by dataset: regression for continuous values (e.g., LD50, hERG inhibition percentage) or binary classification for toxic/non-toxic outcomes (e.g., AMES mutagenicity, cardiotoxicity, hepatotoxicity). Dataset: ld50_zhu. (1) The molecule is NCCCC1(CCCN)c2ccccc2-c2ccccc21. The rat oral LD50 is 2.65, given as -log10 of the dose in mol/kg body weight (higher means more acutely toxic). (2) The molecule is O=CN1CCCCC1. The rat oral LD50 is 2.11, given as -log10 of the dose in mol/kg body weight (higher means more acutely toxic). (3) The drug is C=C(Cl)C(=O)Nc1ccc(OC)cc1. The rat oral LD50 is 3.41, given as -log10 of the dose in mol/kg body weight (higher means more acutely toxic). (4) The molecule is CC1OC(=O)C(C(C)C)NC(=O)C(C(C)C)OC(=O)C(C(C)C)NC(=O)C(C)OC(=O)C(C(C)C)NC(=O)C(C(C)C)OC(=O)C(C(C)C)NC(=O)C(C)OC(=O)C(C(C)C)NC(=O)C(C(C)C)OC(=O)C(C(C)C)NC1=O. The rat oral LD50 is 5.44, given as -log10 of the dose in mol/kg body weight (higher means more acutely toxic). (5) The molecule is O=[N+]([O-])C([N+](=O)[O-])([N+](=O)[O-])[N+](=O)[O-]. The rat oral LD50 is 3.18, given as -log10 of the dose in mol/kg body weight (higher means more acutely toxic). (6) The molecule is CNC(N)=S. The rat oral LD50 is 3.26, given as -log10 of the dose in mol/kg body weight (higher means more acutely toxic). (7) The compound is COC(=O)C(C)N(C(=O)c1ccco1)c1c(C)cccc1C. The rat oral LD50 is 2.51, given as -log10 of the dose in mol/kg body weight (higher means more acutely toxic). (8) The drug is CC1CCCC(C)N1CCCNc1n[nH]c2ccccc12. The rat oral LD50 is 2.61, given as -log10 of the dose in mol/kg body weight (higher means more acutely toxic).